From a dataset of Full USPTO retrosynthesis dataset with 1.9M reactions from patents (1976-2016). Predict the reactants needed to synthesize the given product. (1) Given the product [CH:6]12[CH2:7][CH:8]([CH:9]=[CH:10]1)[CH:4]1[CH:5]2[CH:1]2[CH2:2][CH:3]1[CH:12]1[C:11]([O:16][C:14](=[O:15])[CH:13]21)=[O:17], predict the reactants needed to synthesize it. The reactants are: [CH2:1]1[CH:5]2[CH:6]3[CH:10]=[CH:9][CH:8]([CH:4]2[CH:3]=[CH:2]1)[CH2:7]3.[C:11]1(=[O:17])[O:16][C:14](=[O:15])[CH:13]=[CH:12]1. (2) Given the product [F:21][C:22]1[C:27]([C:2]2[N:7]=[C:6]([N:8]3[CH2:13][CH2:12][O:11][CH2:10][CH2:9]3)[N:5]=[C:4]([C:14]3[CH:15]=[CH:16][C:17]([NH2:20])=[N:18][CH:19]=3)[CH:3]=2)=[CH:26][CH:25]=[CH:24][N:23]=1, predict the reactants needed to synthesize it. The reactants are: Cl[C:2]1[N:7]=[C:6]([N:8]2[CH2:13][CH2:12][O:11][CH2:10][CH2:9]2)[N:5]=[C:4]([C:14]2[CH:15]=[CH:16][C:17]([NH2:20])=[N:18][CH:19]=2)[CH:3]=1.[F:21][C:22]1[C:27](B2OC(C)(C)C(C)(C)O2)=[CH:26][CH:25]=[CH:24][N:23]=1.C([O-])([O-])=O.[Na+].[Na+]. (3) Given the product [CH2:5]([O:12][C:13]1[CH:14]=[CH:15][C:16]([N+:21]([O-:23])=[O:22])=[C:17]([N:18]([CH3:19])[C:33](=[O:35])[CH2:32][O:31][C:30]2[CH:29]=[C:28]([CH:38]=[CH:37][CH:36]=2)[C:26]([O:25][CH3:24])=[O:27])[CH:20]=1)[C:6]1[CH:7]=[CH:8][CH:9]=[CH:10][CH:11]=1, predict the reactants needed to synthesize it. The reactants are: S(Cl)(Cl)=O.[CH2:5]([O:12][C:13]1[CH:14]=[CH:15][C:16]([N+:21]([O-:23])=[O:22])=[C:17]([CH:20]=1)[NH:18][CH3:19])[C:6]1[CH:11]=[CH:10][CH:9]=[CH:8][CH:7]=1.[CH3:24][O:25][C:26]([C:28]1[CH:29]=[C:30]([CH:36]=[CH:37][CH:38]=1)[O:31][CH2:32][C:33]([OH:35])=O)=[O:27].O. (4) Given the product [S:10]1[CH:11]=[CH:12][N:13]=[C:9]1[NH:8][C:6]1[N:7]=[C:2]([C:23]([O:30][CH3:29])=[O:24])[CH:3]=[CH:4][CH:5]=1, predict the reactants needed to synthesize it. The reactants are: Cl[C:2]1[N:7]=[C:6]([NH:8][C:9]2[S:10][CH:11]=[CH:12][N:13]=2)[CH:5]=[CH:4][CH:3]=1.C(N(CC)C(C)C)(C)C.[CH3:23][OH:24].[C]=O.CN(C)[CH:29]=[O:30]. (5) Given the product [CH2:2]([N:6]1[CH:7]([C:25]2[CH:32]=[CH:31][C:28]([C:29]#[N:30])=[CH:27][C:26]=2[S:33]([CH3:36])(=[O:34])=[O:35])[C:8]2[C:23](=[O:24])[CH2:22][CH2:21][C:9]=2[N:10]([C:11]2[CH:16]=[CH:15][CH:14]=[C:13]([C:17]([F:20])([F:18])[F:19])[CH:12]=2)[C:5]1=[O:4])[CH3:3], predict the reactants needed to synthesize it. The reactants are: Br[CH2:2][CH3:3].[O:4]=[C:5]1[N:10]([C:11]2[CH:16]=[CH:15][CH:14]=[C:13]([C:17]([F:20])([F:19])[F:18])[CH:12]=2)[C:9]2[CH2:21][CH2:22][C:23](=[O:24])[C:8]=2[CH:7]([C:25]2[CH:32]=[CH:31][C:28]([C:29]#[N:30])=[CH:27][C:26]=2[S:33]([CH3:36])(=[O:35])=[O:34])[NH:6]1.C(=O)([O-])[O-].[Cs+].[Cs+]. (6) The reactants are: Cl[C:2]1[C:7]2[CH2:8][N:9]([CH2:12][C:13]3[CH:25]=[CH:24][C:16]([C:17]([O:19][C:20]([CH3:23])([CH3:22])[CH3:21])=[O:18])=[C:15]([CH3:26])[CH:14]=3)[C:10](=[O:11])[C:6]=2[CH:5]=[CH:4][N:3]=1.[CH:27]([O:29][C:30]1[CH:35]=[CH:34][CH:33]=[CH:32][CH:31]=1)=[O:28]. Given the product [C:20]([O:19][C:17]([C:16]1[CH:24]=[CH:25][C:13]([CH2:12][N:9]2[C:10](=[O:11])[C:6]3[CH:5]=[CH:4][N:3]=[C:2]([C:27]([O:29][C:30]4[CH:35]=[CH:34][CH:33]=[CH:32][CH:31]=4)=[O:28])[C:7]=3[CH2:8]2)=[CH:14][C:15]=1[CH3:26])=[O:18])([CH3:23])([CH3:22])[CH3:21], predict the reactants needed to synthesize it. (7) Given the product [C:9]1(=[O:19])[CH2:10][CH2:11][CH2:12][CH2:13][CH2:14][CH2:15][CH:16]=[CH:17][CH:2]=[CH:3][CH2:4][CH2:5][CH2:6][CH2:7][CH2:8]1, predict the reactants needed to synthesize it. The reactants are: Br[CH:2]1[CH:17](Br)[CH2:16][CH2:15][CH2:14][CH2:13][CH2:12][CH2:11][CH2:10][C:9](=[O:19])[CH2:8][CH2:7][CH2:6][CH2:5][CH2:4][CH2:3]1.C(=O)([O-])[O-].[Li+].[Li+].